The task is: Regression. Given a peptide amino acid sequence and an MHC pseudo amino acid sequence, predict their binding affinity value. This is MHC class I binding data.. This data is from Peptide-MHC class I binding affinity with 185,985 pairs from IEDB/IMGT. (1) The peptide sequence is RLFEESLGIR. The MHC is HLA-A68:01 with pseudo-sequence HLA-A68:01. The binding affinity (normalized) is 0.444. (2) The peptide sequence is AQIDNYNKF. The MHC is Mamu-B8301 with pseudo-sequence Mamu-B8301. The binding affinity (normalized) is 0.